From a dataset of NCI-60 drug combinations with 297,098 pairs across 59 cell lines. Regression. Given two drug SMILES strings and cell line genomic features, predict the synergy score measuring deviation from expected non-interaction effect. (1) Drug 1: C1=NC2=C(N1)C(=S)N=C(N2)N. Drug 2: CC(C)NC(=O)C1=CC=C(C=C1)CNNC.Cl. Cell line: OVCAR-4. Synergy scores: CSS=24.4, Synergy_ZIP=0.0456, Synergy_Bliss=-0.202, Synergy_Loewe=-15.7, Synergy_HSA=-0.313. (2) Drug 1: C1=CC(=CC=C1CCCC(=O)O)N(CCCl)CCCl. Cell line: UO-31. Synergy scores: CSS=8.37, Synergy_ZIP=-6.79, Synergy_Bliss=-8.49, Synergy_Loewe=-6.25, Synergy_HSA=-5.90. Drug 2: CN1C2=C(C=C(C=C2)N(CCCl)CCCl)N=C1CCCC(=O)O.Cl.